The task is: Predict which catalyst facilitates the given reaction.. This data is from Catalyst prediction with 721,799 reactions and 888 catalyst types from USPTO. (1) Reactant: Cl.[Br:2][C:3]1[C:11]([Cl:12])=[CH:10][C:6]([C:7]([OH:9])=[O:8])=[C:5]([NH:13]N)[CH:4]=1.O=[C:16]1[CH2:21][CH2:20][CH2:19][CH:18]([C:22]([O:24][CH2:25][CH3:26])=[O:23])[CH2:17]1.C(O)(=O)C. Product: [Br:2][C:3]1[C:11]([Cl:12])=[CH:10][C:6]([C:7]([OH:9])=[O:8])=[C:5]2[C:4]=1[C:21]1[CH2:20][CH2:19][CH:18]([C:22]([O:24][CH2:25][CH3:26])=[O:23])[CH2:17][C:16]=1[NH:13]2. The catalyst class is: 11. (2) Reactant: [CH3:1][C:2]([C:5]1[C:10]([NH:11][C:12]([C:14]2[C:23](=[O:24])[C:22]3[CH:21]=[CH:20][CH:19]=[CH:18][C:17]=3[NH:16][CH:15]=2)=[O:13])=[CH:9][C:8]([OH:25])=[C:7]([C:26]([CH3:29])([CH3:28])[CH3:27])[CH:6]=1)([CH3:4])[CH3:3]. Product: [CH3:4][C:2]([C:5]1[C:10]([NH:11][C:12]([C:14]2[C:23](=[O:24])[C:22]3[CH:21]=[CH:20][CH:19]=[CH:18][C:17]=3[NH:16][CH:15]=2)=[O:13])=[CH:9][C:8]([OH:25])=[C:7]([C:26]([CH3:29])([CH3:28])[CH3:27])[CH:6]=1)([CH3:1])[CH3:3].[CH2:12]([OH:13])[CH2:14][CH2:23][CH3:22]. The catalyst class is: 51. (3) Reactant: [C:1]([NH2:9])([CH2:4][C:5]([CH3:8])([CH3:7])[CH3:6])([CH3:3])[CH3:2].C(N(CC)CC)C.[N+:17]([C:20]1[CH:28]=[CH:27][C:23]([C:24](Cl)=[O:25])=[CH:22][CH:21]=1)([O-:19])=[O:18]. Product: [N+:17]([C:20]1[CH:21]=[CH:22][C:23]([C:24]([NH:9][C:1]([CH2:4][C:5]([CH3:8])([CH3:7])[CH3:6])([CH3:3])[CH3:2])=[O:25])=[CH:27][CH:28]=1)([O-:19])=[O:18]. The catalyst class is: 4. (4) Reactant: CN([C:9]1[N:10]=[CH:11][C:12]2[CH2:18][CH2:17][C:16](=[O:19])[NH:15][C:13]=2[N:14]=1)[C@H]1CCCNC1.C[CH2:21][N:22]=[C:23]=[N:24][CH2:25][CH2:26][CH2:27]N(C)C.[CH:31]1C=CC2N(O)N=NC=2C=1.[Cl:41][C:42]1[CH:43]=[C:44]([NH:49][CH2:50][C:51]([OH:53])=O)[CH:45]=[C:46]([Cl:48])[CH:47]=1.CCN(C(C)C)C(C)C. Product: [Cl:41][C:42]1[CH:43]=[C:44]([NH:49][CH2:50][C:51]([N:24]2[CH2:25][CH2:26][CH2:27][CH2:31][C@H:23]2[N:22]([CH3:21])[C:11]2[C:12]3[CH2:18][CH2:17][C:16](=[O:19])[NH:15][C:13]=3[N:14]=[CH:9][N:10]=2)=[O:53])[CH:45]=[C:46]([Cl:48])[CH:47]=1. The catalyst class is: 31. (5) Reactant: [F:1][C:2]([F:30])([O:6][C:7]1[CH:12]=[CH:11][C:10]([N:13]2[CH2:18][CH2:17][N:16]([S:19](/[CH:22]=[CH:23]/[CH:24]3[CH2:29][CH2:28][O:27][CH2:26][CH2:25]3)(=[O:21])=[O:20])[CH2:15][CH2:14]2)=[CH:9][CH:8]=1)[CH:3]([F:5])[F:4].[NH2:31][OH:32]. Product: [OH:32][NH:31][CH:23]([CH:24]1[CH2:29][CH2:28][O:27][CH2:26][CH2:25]1)[CH2:22][S:19]([N:16]1[CH2:17][CH2:18][N:13]([C:10]2[CH:9]=[CH:8][C:7]([O:6][C:2]([F:1])([F:30])[CH:3]([F:4])[F:5])=[CH:12][CH:11]=2)[CH2:14][CH2:15]1)(=[O:20])=[O:21]. The catalyst class is: 20. (6) Reactant: [Br:1][C:2]1[CH:7]=[CH:6][C:5]([OH:8])=[CH:4][CH:3]=1.[Cl:9][C:10]1[CH:15]=[C:14]([CH2:16]Cl)[N:13]=[C:12]([NH2:18])[N:11]=1.C([O-])([O-])=O.[K+].[K+]. Product: [Br:1][C:2]1[CH:7]=[CH:6][C:5]([O:8][CH2:16][C:14]2[CH:15]=[C:10]([Cl:9])[N:11]=[C:12]([NH2:18])[N:13]=2)=[CH:4][CH:3]=1. The catalyst class is: 3. (7) Reactant: [CH:1](=[O:10])[C:2]1[CH:9]=[CH:8][C:5]([CH:6]=[O:7])=[CH:4][CH:3]=1.[CH2:11](O)[CH2:12][OH:13].C1(C)C=CC(S(O)(=O)=O)=CC=1.C(=O)(O)[O-].[Na+]. Product: [CH:6]([C:5]1[CH:8]=[CH:9][C:2]([CH:1]2[O:13][CH2:12][CH2:11][O:10]2)=[CH:3][CH:4]=1)=[O:7]. The catalyst class is: 226. (8) Reactant: C([O:8][C:9]1[C:10]([C:40]([O:42]C(C)(C)C)=[O:41])=[N:11][C:12]([CH2:16][CH:17]2[CH2:22][CH2:21][N:20]([C:23]3[CH:28]=[CH:27][C:26]([C:29]4[CH:34]=[CH:33][C:32]([C:35]([O:37][CH2:38][CH3:39])=[O:36])=[CH:31][N:30]=4)=[CH:25][CH:24]=3)[CH2:19][CH2:18]2)=[N:13][C:14]=1[CH3:15])C1C=CC=CC=1.FC(F)(F)C(O)=O. Product: [CH2:38]([O:37][C:35]([C:32]1[CH:33]=[CH:34][C:29]([C:26]2[CH:25]=[CH:24][C:23]([N:20]3[CH2:21][CH2:22][CH:17]([CH2:16][C:12]4[N:11]=[C:10]([C:40]([OH:42])=[O:41])[C:9]([OH:8])=[C:14]([CH3:15])[N:13]=4)[CH2:18][CH2:19]3)=[CH:28][CH:27]=2)=[N:30][CH:31]=1)=[O:36])[CH3:39]. The catalyst class is: 4. (9) Reactant: [I:1]N1C(C)(C)C(=O)N(I)C1=O.[C:12]1([C:18]2[C:19]3[C:24]([CH:25]=[C:26]4[C:31]=2[CH:30]=[CH:29][CH:28]=[CH:27]4)=[CH:23][CH:22]=[CH:21][CH:20]=3)[CH:17]=[CH:16][CH:15]=[CH:14][CH:13]=1. Product: [I:1][C:25]1[C:26]2[C:31]([C:18]([C:12]3[CH:13]=[CH:14][CH:15]=[CH:16][CH:17]=3)=[C:19]3[C:24]=1[CH:23]=[CH:22][CH:21]=[CH:20]3)=[CH:30][CH:29]=[CH:28][CH:27]=2. The catalyst class is: 15. (10) Reactant: [Br:1][C:2]1[CH:7]=[CH:6][C:5]([CH2:8][C:9]([OH:11])=O)=[CH:4][CH:3]=1.C(N1C=CN=C1)(N1C=CN=C1)=O.[F:24][C:25]1[CH:26]=[C:27]([CH:30]=[CH:31][CH:32]=1)[CH2:28][NH2:29]. Product: [Br:1][C:2]1[CH:3]=[CH:4][C:5]([CH2:8][C:9]([NH:29][CH2:28][C:27]2[CH:30]=[CH:31][CH:32]=[C:25]([F:24])[CH:26]=2)=[O:11])=[CH:6][CH:7]=1. The catalyst class is: 387.